From a dataset of Serine/threonine kinase 33 screen with 319,792 compounds. Binary Classification. Given a drug SMILES string, predict its activity (active/inactive) in a high-throughput screening assay against a specified biological target. (1) The compound is S(CC(=O)Nc1c(N2CCOCC2)ccc(c1)C(F)(F)F)CC(=O)Nc1ccc(cc1)C. The result is 0 (inactive). (2) The compound is S(=O)(=O)(NCc1oc(CN2CCCCCC2)cc1)c1cc2[nH]c3c(c2cc1C)C(=O)CCC3. The result is 0 (inactive). (3) The molecule is O=C1n2[nH]c(nc2=NC(C1)c1ccccc1)N. The result is 0 (inactive). (4) The drug is O(CCN1CCn2c(nc3c2ccc(NC(=O)CC)c3)C1)C. The result is 0 (inactive). (5) The drug is s1nc2c(CC(N)C(O)=O)cccc2n1. The result is 0 (inactive). (6) The result is 0 (inactive). The drug is O(C(=O)C=1C(NC(=O)NC1C)C1CCC=CC1)CC.